Regression. Given a peptide amino acid sequence and an MHC pseudo amino acid sequence, predict their binding affinity value. This is MHC class I binding data. From a dataset of Peptide-MHC class I binding affinity with 185,985 pairs from IEDB/IMGT. The peptide sequence is WLYDLWGQL. The MHC is HLA-A02:01 with pseudo-sequence HLA-A02:01. The binding affinity (normalized) is 0.723.